This data is from Full USPTO retrosynthesis dataset with 1.9M reactions from patents (1976-2016). The task is: Predict the reactants needed to synthesize the given product. (1) The reactants are: [CH3:1][C:2]1[CH:7]=[CH:6][CH:5]=[C:4]([CH3:8])[C:3]=1[N:9]=[C:10]=[S:11].[CH2:12]([NH2:14])[CH3:13]. Given the product [CH3:8][C:4]1[CH:5]=[CH:6][CH:7]=[C:2]([CH3:1])[C:3]=1[NH:9][C:10]([NH:14][CH2:12][CH3:13])=[S:11], predict the reactants needed to synthesize it. (2) Given the product [CH3:29][O:30][C:31]1[CH:32]=[C:33]2[C:37](=[CH:38][C:39]=1[C:40]([F:43])([F:41])[F:42])[N:36]([C:14](=[O:22])[NH:13][C:11]1[CH:12]=[C:7]([C:1]3[CH:6]=[CH:5][CH:4]=[CH:3][CH:2]=3)[CH:8]=[C:9]([C:23]3[CH:24]=[N:25][CH:26]=[CH:27][CH:28]=3)[CH:10]=1)[CH2:35][CH2:34]2, predict the reactants needed to synthesize it. The reactants are: [C:1]1([C:7]2[CH:8]=[C:9]([C:23]3[CH:24]=[N:25][CH:26]=[CH:27][CH:28]=3)[CH:10]=[C:11]([NH:13][C:14](=[O:22])OC3C=CC=CC=3)[CH:12]=2)[CH:6]=[CH:5][CH:4]=[CH:3][CH:2]=1.[CH3:29][O:30][C:31]1[CH:32]=[C:33]2[C:37](=[CH:38][C:39]=1[C:40]([F:43])([F:42])[F:41])[NH:36][CH2:35][CH2:34]2. (3) Given the product [Br:1][C:2]1[CH:3]=[CH:4][C:5]([C@H:8]([N:10]2[CH2:11][C:12](=[O:14])[N:18]([CH2:16][CH3:17])[C:19]2=[O:20])[CH3:9])=[CH:6][CH:7]=1, predict the reactants needed to synthesize it. The reactants are: [Br:1][C:2]1[CH:7]=[CH:6][C:5]([C@H:8]([NH:10][CH2:11][C:12]([O:14]C)=O)[CH3:9])=[CH:4][CH:3]=1.[CH2:16]([N:18]=[C:19]=[O:20])[CH3:17].FC(F)(F)C(O)=O.